Dataset: Forward reaction prediction with 1.9M reactions from USPTO patents (1976-2016). Task: Predict the product of the given reaction. (1) Given the reactants [Cl:1][C:2]1[N:7]=[C:6]([N:8]([CH:16]([CH3:18])[CH3:17])[C@H:9]([CH2:14][CH3:15])[C:10](OC)=[O:11])[C:5]([N+:19]([O-])=O)=[CH:4][N:3]=1.[H][H], predict the reaction product. The product is: [Cl:1][C:2]1[N:3]=[CH:4][C:5]2[NH:19][C:10](=[O:11])[C@@H:9]([CH2:14][CH3:15])[N:8]([CH:16]([CH3:18])[CH3:17])[C:6]=2[N:7]=1. (2) Given the reactants [Cl:1][C:2]1[CH:7]=[CH:6][CH:5]=[C:4]([Cl:8])[C:3]=1[CH2:9][OH:10].O[C:12]1[CH:17]=[CH:16][C:15]2[C:18]3([CH2:31][O:32][C:14]=2[CH:13]=1)[CH2:23][CH2:22][N:21]([C:24]([O:26][C:27]([CH3:30])([CH3:29])[CH3:28])=[O:25])[CH2:20][CH2:19]3.C1(P(C2C=CC=CC=2)C2C=CC=CC=2)C=CC=CC=1.CC(OC(/N=N/C(OC(C)C)=O)=O)C, predict the reaction product. The product is: [Cl:1][C:2]1[CH:7]=[CH:6][CH:5]=[C:4]([Cl:8])[C:3]=1[CH2:9][O:10][C:12]1[CH:17]=[CH:16][C:15]2[C:18]3([CH2:31][O:32][C:14]=2[CH:13]=1)[CH2:23][CH2:22][N:21]([C:24]([O:26][C:27]([CH3:28])([CH3:29])[CH3:30])=[O:25])[CH2:20][CH2:19]3. (3) Given the reactants F[C:2]1[CH:12]=[CH:11][C:5]([C:6]([O:8][CH2:9][CH3:10])=[O:7])=[CH:4][CH:3]=1.[C:13]([S:17][Na])([CH3:16])([CH3:15])[CH3:14], predict the reaction product. The product is: [C:13]([S:17][C:2]1[CH:12]=[CH:11][C:5]([C:6]([O:8][CH2:9][CH3:10])=[O:7])=[CH:4][CH:3]=1)([CH3:16])([CH3:15])[CH3:14]. (4) Given the reactants [Cl:1][C:2]1[CH:3]=[N:4][C:5]2[N:6]([N:8]=[C:9]([C:11]([OH:13])=O)[CH:10]=2)[CH:7]=1.[F:14][C:15]1[CH:16]=[C:17]([C:21]2[CH2:22][CH2:23][NH:24][CH2:25][CH:26]=2)[CH:18]=[CH:19][CH:20]=1, predict the reaction product. The product is: [Cl:1][C:2]1[CH:3]=[N:4][C:5]2[N:6]([N:8]=[C:9]([C:11]([N:24]3[CH2:23][CH:22]=[C:21]([C:17]4[CH:18]=[CH:19][CH:20]=[C:15]([F:14])[CH:16]=4)[CH2:26][CH2:25]3)=[O:13])[CH:10]=2)[CH:7]=1. (5) Given the reactants [CH2:1]([S:3][C:4]1[CH:9]=[C:8]([N:10]2[CH2:15][CH2:14][O:13][CH2:12][CH2:11]2)[N:7]=[C:6]([CH3:16])[C:5]=1[C:17]([OH:19])=O)[CH3:2].F[P-](F)(F)(F)(F)F.N1(OC(N(C)C)=[N+](C)C)C2N=CC=CC=2N=N1.C(N(C(C)C)CC)(C)C.[Cl:53][C:54]1[CH:61]=[CH:60][C:57]([CH2:58][NH2:59])=[CH:56][CH:55]=1, predict the reaction product. The product is: [Cl:53][C:54]1[CH:61]=[CH:60][C:57]([CH2:58][NH:59][C:17]([C:5]2[C:6]([CH3:16])=[N:7][C:8]([N:10]3[CH2:11][CH2:12][O:13][CH2:14][CH2:15]3)=[CH:9][C:4]=2[S:3][CH2:1][CH3:2])=[O:19])=[CH:56][CH:55]=1.